Dataset: Full USPTO retrosynthesis dataset with 1.9M reactions from patents (1976-2016). Task: Predict the reactants needed to synthesize the given product. (1) Given the product [C:1]([NH:4][CH2:5][C:6]1[CH:11]=[CH:10][C:9]([C:12]2[N:21]=[C:20]([C:22]([N:31]3[CH2:30][CH2:29][C:28]4[C:33](=[CH:34][CH:35]=[C:36]([CH3:37])[C:27]=4[OH:26])[CH2:32]3)=[O:23])[C:19]3[C:14](=[CH:15][CH:16]=[CH:17][CH:18]=3)[N:13]=2)=[CH:8][CH:7]=1)(=[O:3])[CH3:2], predict the reactants needed to synthesize it. The reactants are: [C:1]([NH:4][CH2:5][C:6]1[CH:11]=[CH:10][C:9]([C:12]2[N:21]=[C:20]([C:22](O)=[O:23])[C:19]3[C:14](=[CH:15][CH:16]=[CH:17][CH:18]=3)[N:13]=2)=[CH:8][CH:7]=1)(=[O:3])[CH3:2].Cl.[OH:26][C:27]1[C:36]([CH3:37])=[CH:35][CH:34]=[C:33]2[C:28]=1[CH2:29][CH2:30][NH:31][CH2:32]2. (2) Given the product [CH2:46]([O:45][C:43]1[N:44]=[C:26]([CH:10]2[CH2:11][CH:12]([C:14]3[CH:19]=[CH:18][C:17]([O:20][C:21]([F:23])([F:24])[F:22])=[C:16]([F:25])[CH:15]=3)[CH2:13][N:8]([C:6]([O:5][C:1]([CH3:3])([CH3:2])[CH3:4])=[O:7])[CH2:9]2)[O:27][N:42]=1)[CH3:47], predict the reactants needed to synthesize it. The reactants are: [C:1]([O:5][C:6]([N:8]1[CH2:13][CH:12]([C:14]2[CH:19]=[CH:18][C:17]([O:20][C:21]([F:24])([F:23])[F:22])=[C:16]([F:25])[CH:15]=2)[CH2:11][CH:10]([C:26](O)=[O:27])[CH2:9]1)=[O:7])([CH3:4])([CH3:3])[CH3:2].C(N1C=CN=C1)(N1C=CN=C1)=O.O[N:42]=[C:43]([O:45][CH2:46][CH3:47])[NH2:44].